From a dataset of Full USPTO retrosynthesis dataset with 1.9M reactions from patents (1976-2016). Predict the reactants needed to synthesize the given product. (1) The reactants are: C([O:8][C:9]1[CH:14]=[C:13](I)[CH:12]=[CH:11][C:10]=1[N:16]1[S:20](=[O:22])(=[O:21])[NH:19][C:18](=[O:23])[CH2:17]1)C1C=CC=CC=1.[CH:24]([C:26]1([OH:32])[CH2:31][CH2:30][CH2:29][CH2:28][CH2:27]1)=[CH2:25]. Given the product [OH:8][C:9]1[CH:14]=[C:13]([CH2:25][CH2:24][C:26]2([OH:32])[CH2:31][CH2:30][CH2:29][CH2:28][CH2:27]2)[CH:12]=[CH:11][C:10]=1[N:16]1[S:20](=[O:21])(=[O:22])[NH:19][C:18](=[O:23])[CH2:17]1, predict the reactants needed to synthesize it. (2) Given the product [Cl:1][C:2]1[C:3]([CH3:18])=[C:4]([NH:10][C@H:11]([C@@H:15]([OH:17])[CH3:16])[C:12]([NH:31][NH:30][C:28](=[O:29])[C:27]2[CH:26]=[CH:25][C:24]([N:19]3[CH:23]=[CH:22][CH:21]=[N:20]3)=[CH:33][CH:32]=2)=[O:14])[CH:5]=[CH:6][C:7]=1[C:8]#[N:9], predict the reactants needed to synthesize it. The reactants are: [Cl:1][C:2]1[C:3]([CH3:18])=[C:4]([NH:10][C@H:11]([C@@H:15]([OH:17])[CH3:16])[C:12]([OH:14])=O)[CH:5]=[CH:6][C:7]=1[C:8]#[N:9].[N:19]1([C:24]2[CH:33]=[CH:32][C:27]([C:28]([NH:30][NH2:31])=[O:29])=[CH:26][CH:25]=2)[CH:23]=[CH:22][CH:21]=[N:20]1.O.ON1C2C=CC=CC=2N=N1.Cl.CN(C)CCCN=C=NCC.C(N(CC)CC)C. (3) Given the product [Cl:1][C:2]1[CH:7]=[C:6]([Cl:8])[CH:5]=[CH:4][C:3]=1[C:9]1[N:10]=[C:11](/[CH:20]=[CH:21]/[C:22]2[CH:27]=[CH:26][C:25]([C:28]3[CH:29]=[CH:30][C:31]([O:34][CH3:35])=[CH:32][CH:33]=3)=[CH:24][CH:23]=2)[N:12]([CH2:14][CH2:15][CH2:16][C:17]([NH:48][CH:37]([C:38]2[C:47]3[C:42](=[CH:43][CH:44]=[CH:45][CH:46]=3)[CH:41]=[CH:40][CH:39]=2)[CH3:36])=[O:18])[CH:13]=1, predict the reactants needed to synthesize it. The reactants are: [Cl:1][C:2]1[CH:7]=[C:6]([Cl:8])[CH:5]=[CH:4][C:3]=1[C:9]1[N:10]=[C:11](/[CH:20]=[CH:21]/[C:22]2[CH:27]=[CH:26][C:25]([C:28]3[CH:33]=[CH:32][C:31]([O:34][CH3:35])=[CH:30][CH:29]=3)=[CH:24][CH:23]=2)[N:12]([CH2:14][CH2:15][CH2:16][C:17](O)=[O:18])[CH:13]=1.[CH3:36][CH:37]([NH2:48])[C:38]1[C:47]2[C:42](=[CH:43][CH:44]=[CH:45][CH:46]=2)[CH:41]=[CH:40][CH:39]=1. (4) Given the product [Cl:1][C:2]1[N:3]=[CH:4][C:5]([O:8][C:22]2[CH:23]=[C:18]([CH:19]=[CH:20][CH:21]=2)[O:17][CH2:16][CH2:15][N:12]2[CH2:11][CH2:10][O:9][CH2:14][CH2:13]2)=[CH:6][CH:7]=1, predict the reactants needed to synthesize it. The reactants are: [Cl:1][C:2]1[CH:7]=[CH:6][C:5]([OH:8])=[CH:4][N:3]=1.[O:9]1[CH2:14][CH2:13][N:12]([CH2:15][CH2:16][O:17][C:18]2[CH:19]=[C:20](B(O)O)[CH:21]=[CH:22][CH:23]=2)[CH2:11][CH2:10]1.C(N(CC)CC)C. (5) Given the product [CH3:9][O:8][C:6](=[O:7])[C:5]1[C:4](=[CH:13][C:12]([O:14][CH3:15])=[CH:11][C:10]=1[CH3:16])[C:3]([OH:17])=[O:2], predict the reactants needed to synthesize it. The reactants are: C[O:2][C:3](=[O:17])[C:4]1[C:5](=[C:10]([CH3:16])[CH:11]=[C:12]([O:14][CH3:15])[CH:13]=1)[C:6]([O:8][CH3:9])=[O:7].[OH-].[Na+].Cl.CCOC(C)=O. (6) Given the product [CH3:11][N:6]1[C:2]([CH3:1])=[CH:3][C:4]([C:7]([F:10])([F:9])[F:8])=[N:5]1, predict the reactants needed to synthesize it. The reactants are: [CH3:1][C:2]1[NH:6][N:5]=[C:4]([C:7]([F:10])([F:9])[F:8])[CH:3]=1.[CH3:11]C(C)([O-])C.[K+].CI. (7) Given the product [CH3:1][CH2:2][CH2:3][C:4]1[C:5]2[NH:14][C:13]([C:15]3[CH:16]=[C:17]([S:24]([N:27]4[CH2:28][CH2:29][N:30]([CH3:33])[CH2:31][CH2:32]4)(=[O:25])=[O:26])[CH:18]=[CH:19][C:20]=3[O:21][CH2:22][CH3:23])=[N:12][C:10](=[O:11])[C:6]=2[N:7]([CH3:9])[N:8]=1.[ClH:49], predict the reactants needed to synthesize it. The reactants are: [CH3:1][CH2:2][CH2:3][C:4]1[C:5]2[N:14]=[C:13]([C:15]3[CH:16]=[C:17]([S:24]([N:27]4[CH2:32][CH2:31][N:30]([CH3:33])[CH2:29][CH2:28]4)(=[O:26])=[O:25])[CH:18]=[CH:19][C:20]=3[O:21][CH2:22][CH3:23])[NH:12][C:10](=[O:11])[C:6]=2[N:7]([CH3:9])[N:8]=1.C(C(O)(C(O)=O)CC(O)=O)C(O)=O.CO.[ClH:49]. (8) Given the product [C:7]([NH:11][CH:10]([CH2:12][C:13]1[CH:18]=[CH:17][CH:16]=[CH:15][CH:14]=1)[C:9](=[O:19])[C:21]([F:32])([F:31])[F:20])(=[O:8])[C:1]1[CH:6]=[CH:5][CH:4]=[CH:3][CH:2]=1, predict the reactants needed to synthesize it. The reactants are: [C:1]1([C:7]2[O:8][C:9](=[O:19])[CH:10]([CH2:12][C:13]3[CH:18]=[CH:17][CH:16]=[CH:15][CH:14]=3)[N:11]=2)[CH:6]=[CH:5][CH:4]=[CH:3][CH:2]=1.[F:20][C:21]([F:32])([F:31])C(OC(=O)[C:21]([F:32])([F:31])[F:20])=O.